Dataset: Full USPTO retrosynthesis dataset with 1.9M reactions from patents (1976-2016). Task: Predict the reactants needed to synthesize the given product. (1) Given the product [NH2:45][C:46]1[C:55]([NH:56][C:42](=[O:44])[CH2:41][N:39]([C:32]([O:34][C:35]([CH3:36])([CH3:37])[CH3:38])=[O:33])[CH3:40])=[CH:54][CH:53]=[CH:52][C:47]=1[C:48]([O:50][CH3:51])=[O:49], predict the reactants needed to synthesize it. The reactants are: CN1CCOCC1.CN(C(ON1N=NC2C=CC=NC1=2)=[N+](C)C)C.F[P-](F)(F)(F)(F)F.[C:32]([N:39]([CH2:41][C:42]([OH:44])=O)[CH3:40])([O:34][C:35]([CH3:38])([CH3:37])[CH3:36])=[O:33].[NH2:45][C:46]1[C:55]([NH2:56])=[CH:54][CH:53]=[CH:52][C:47]=1[C:48]([O:50][CH3:51])=[O:49]. (2) Given the product [F:41][CH2:40][C@@:27]1([C:30]([O:32][CH2:33][C:34]2[CH:35]=[CH:36][CH:37]=[CH:38][CH:39]=2)=[O:31])[CH2:28][CH2:29][C:24]([C:11]2[C:12]([CH3:22])([CH3:23])[C@H:13]3[C@:8]([CH3:42])([CH2:9][CH:10]=2)[C@@H:7]2[C@:16]([CH3:21])([C@@:17]4([CH3:20])[C@H:4]([CH2:5][CH2:6]2)[C@H:3]2[C@H:43]([C:46]([CH3:48])=[CH2:47])[CH2:44][CH2:45][C@:2]2([NH:1][CH2:52][CH2:51][CH:50]([CH3:54])[CH3:49])[CH2:19][CH2:18]4)[CH2:15][CH2:14]3)=[CH:25][CH2:26]1, predict the reactants needed to synthesize it. The reactants are: [NH2:1][C@:2]12[CH2:45][CH2:44][C@@H:43]([C:46]([CH3:48])=[CH2:47])[C@@H:3]1[C@@H:4]1[C@@:17]([CH3:20])([CH2:18][CH2:19]2)[C@@:16]2([CH3:21])[C@@H:7]([C@:8]3([CH3:42])[C@@H:13]([CH2:14][CH2:15]2)[C:12]([CH3:23])([CH3:22])[C:11]([C:24]2[CH2:29][CH2:28][C@@:27]([CH2:40][F:41])([C:30]([O:32][CH2:33][C:34]4[CH:39]=[CH:38][CH:37]=[CH:36][CH:35]=4)=[O:31])[CH2:26][CH:25]=2)=[CH:10][CH2:9]3)[CH2:6][CH2:5]1.[CH3:49][CH:50]([CH3:54])[CH2:51][CH:52]=O.C(O[BH-](OC(=O)C)OC(=O)C)(=O)C.[Na+].C(=O)(O)[O-].[Na+]. (3) Given the product [CH3:45][C:38]1[N:37]=[C:36]([N:32]2[CH2:33][CH2:34][C:29](=[CH:28][C:26]3[N:27]=[C:23]([C:17]4[CH:18]=[CH:19][CH:20]=[CH:21][CH:22]=4)[S:24][CH:25]=3)[CH2:30][CH2:31]2)[C:41]([N+:42]([O-:44])=[O:43])=[CH:40][CH:39]=1, predict the reactants needed to synthesize it. The reactants are: N1CCC(=CC2SC3C=CC=CC=3N=2)CC1.[C:17]1([C:23]2[S:24][CH:25]=[C:26]([CH:28]=[C:29]3[CH2:34][CH2:33][NH:32][CH2:31][CH2:30]3)[N:27]=2)[CH:22]=[CH:21][CH:20]=[CH:19][CH:18]=1.Cl[C:36]1[C:41]([N+:42]([O-:44])=[O:43])=[CH:40][CH:39]=[C:38]([CH3:45])[N:37]=1. (4) Given the product [NH2:1][C:2]1[S:3][C:4]([C:19]([OH:22])([CH2:20][CH3:21])[CH2:18][CH3:17])=[N:5][N:6]=1, predict the reactants needed to synthesize it. The reactants are: [NH2:1][C:2]1[S:3][CH:4]=[N:5][N:6]=1.C([Li])CCC.Cl[Si](C)(C)C.[CH3:17][CH2:18][C:19](=[O:22])[CH2:20][CH3:21]. (5) The reactants are: [C:1]([O:5][C:6]([N:8]1[CH2:13][CH2:12][C:11]([C:15](=O)[NH2:16])([F:14])[CH2:10][CH2:9]1)=[O:7])([CH3:4])([CH3:3])[CH3:2].FC1C([O:25][C:26]([C:28]2[N:29]=[N:30][C:31]([CH2:47][CH2:48][CH2:49][CH3:50])=[C:32]([C:34]3[CH:39]=[CH:38][C:37]([O:40][CH:41]4[CH2:46][CH2:45][CH2:44][CH2:43][CH2:42]4)=[CH:36][CH:35]=3)[CH:33]=2)=O)=C(F)C(F)=C(F)C=1F. Given the product [C:1]([O:5][C:6]([N:8]1[CH2:13][CH2:12][C:11]([CH2:15][NH:16][C:26]([C:28]2[N:29]=[N:30][C:31]([CH2:47][CH2:48][CH2:49][CH3:50])=[C:32]([C:34]3[CH:39]=[CH:38][C:37]([O:40][CH:41]4[CH2:42][CH2:43][CH2:44][CH2:45][CH2:46]4)=[CH:36][CH:35]=3)[CH:33]=2)=[O:25])([F:14])[CH2:10][CH2:9]1)=[O:7])([CH3:4])([CH3:3])[CH3:2], predict the reactants needed to synthesize it. (6) Given the product [N:6]1([CH2:5][CH2:4][CH2:3][CH2:2][NH:1][CH2:25][CH2:24][CH2:23][C:22]2[N:18]([C:17]([C:33]3[CH:38]=[CH:37][CH:36]=[CH:35][CH:34]=3)([C:27]3[CH:28]=[CH:29][CH:30]=[CH:31][CH:32]=3)[C:11]3[CH:16]=[CH:15][CH:14]=[CH:13][CH:12]=3)[CH:19]=[N:20][CH:21]=2)[CH2:10][CH2:9][CH2:8][CH2:7]1, predict the reactants needed to synthesize it. The reactants are: [NH2:1][CH2:2][CH2:3][CH2:4][CH2:5][N:6]1[CH2:10][CH2:9][CH2:8][CH2:7]1.[C:11]1([C:17]([C:33]2[CH:38]=[CH:37][CH:36]=[CH:35][CH:34]=2)([C:27]2[CH:32]=[CH:31][CH:30]=[CH:29][CH:28]=2)[N:18]2[C:22]([CH2:23][CH2:24][CH:25]=O)=[CH:21][N:20]=[CH:19]2)[CH:16]=[CH:15][CH:14]=[CH:13][CH:12]=1. (7) Given the product [C:1]([C:5]1[CH:10]=[C:9]([CH3:11])[CH:8]=[C:7]([CH:15]=[O:16])[C:6]=1[OH:12])([CH3:4])([CH3:3])[CH3:2], predict the reactants needed to synthesize it. The reactants are: [C:1]([C:5]1[CH:10]=[C:9]([CH3:11])[CH:8]=[CH:7][C:6]=1[OH:12])([CH3:4])([CH3:3])[CH3:2].C1C[O:16][CH2:15]C1.C(N(CC)CC)C.